The task is: Predict which catalyst facilitates the given reaction.. This data is from Catalyst prediction with 721,799 reactions and 888 catalyst types from USPTO. Reactant: [CH3:1][O:2][C:3]1[CH:8]=[CH:7][C:6]([N:9]2[CH:13]=[CH:12][C:11]([CH:14]=[O:15])=[CH:10]2)=[CH:5][CH:4]=1.[OH-].[Na+].[Mn]([O-])(=O)(=O)=[O:19].[K+]. Product: [CH3:1][O:2][C:3]1[CH:4]=[CH:5][C:6]([N:9]2[CH:13]=[CH:12][C:11]([C:14]([OH:19])=[O:15])=[CH:10]2)=[CH:7][CH:8]=1. The catalyst class is: 17.